Dataset: Full USPTO retrosynthesis dataset with 1.9M reactions from patents (1976-2016). Task: Predict the reactants needed to synthesize the given product. (1) The reactants are: C([O:3][C:4]([C:6]1[NH:7][N:8]=[N:9][C:10]=1[C:11]1[C:12]([O:18][CH2:19][C@H:20]2[CH2:22][C@@H:21]2[C:23]2[CH:28]=[CH:27][C:26]([O:29][CH3:30])=[CH:25][N:24]=2)=[N:13][C:14]([CH3:17])=[N:15][CH:16]=1)=O)C.[H-].[H-].[H-].[H-].[Li+].[Al+3]. Given the product [CH3:30][O:29][C:26]1[CH:27]=[CH:28][C:23]([C@H:21]2[CH2:22][C@@H:20]2[CH2:19][O:18][C:12]2[C:11]([C:10]3[N:9]=[N:8][NH:7][C:6]=3[CH2:4][OH:3])=[CH:16][N:15]=[C:14]([CH3:17])[N:13]=2)=[N:24][CH:25]=1, predict the reactants needed to synthesize it. (2) Given the product [N+:8]([C:11]1[CH:12]=[CH:13][C:14]([S:17]([NH:1][C:2]2[CH:3]=[N:4][CH:5]=[CH:6][CH:7]=2)(=[O:19])=[O:18])=[CH:15][CH:16]=1)([O-:10])=[O:9], predict the reactants needed to synthesize it. The reactants are: [NH2:1][C:2]1[CH:3]=[N:4][CH:5]=[CH:6][CH:7]=1.[N+:8]([C:11]1[CH:16]=[CH:15][C:14]([S:17](Cl)(=[O:19])=[O:18])=[CH:13][CH:12]=1)([O-:10])=[O:9].C(N(CC)CC)C.CN(C1C=CC=CN=1)C. (3) Given the product [NH:35]1[C:36]2[C:32](=[C:31]([NH:30][C:24]([C:22]3[CH:23]=[C:18]([N:15]4[CH2:16][CH2:17][CH:12]([N:9]5[CH2:10][CH2:11][C:5]6[CH:4]=[C:3]([O:2][CH3:1])[CH:29]=[CH:28][C:6]=6[NH:7][C:8]5=[O:27])[CH2:13][CH2:14]4)[N:19]=[CH:40][N:41]=3)=[O:26])[CH:39]=[CH:38][CH:37]=2)[CH:33]=[N:34]1, predict the reactants needed to synthesize it. The reactants are: [CH3:1][O:2][C:3]1[CH:29]=[CH:28][C:6]2[NH:7][C:8](=[O:27])[N:9]([CH:12]3[CH2:17][CH2:16][N:15]([C:18]4[CH:23]=[C:22]([C:24]([OH:26])=O)C=C[N:19]=4)[CH2:14][CH2:13]3)[CH2:10][CH2:11][C:5]=2[CH:4]=1.[NH2:30][C:31]1[CH:39]=[CH:38][CH:37]=[C:36]2[C:32]=1[CH:33]=[N:34][NH:35]2.[CH3:40][N:41](C(ON1N=NC2C=CC=CC1=2)=[N+](C)C)C.[B-](F)(F)(F)F. (4) Given the product [C:14]([O:18][C:19]([N:21]1[CH2:26][CH2:25][CH:24]([O:27][C:8]2[CH:7]=[C:6]3[C:11](=[CH:10][C:9]=2[CH3:12])[C:2]([NH2:1])=[N:3][CH:4]=[CH:5]3)[CH2:23][CH2:22]1)=[O:20])([CH3:17])([CH3:15])[CH3:16], predict the reactants needed to synthesize it. The reactants are: [NH2:1][C:2]1[C:11]2[C:6](=[CH:7][CH:8]=[C:9]([CH3:12])[CH:10]=2)[C:5](O)=[CH:4][N:3]=1.[C:14]([O:18][C:19]([N:21]1[CH2:26][CH2:25][CH:24]([O:27]S(C)(=O)=O)[CH2:23][CH2:22]1)=[O:20])([CH3:17])([CH3:16])[CH3:15].C([O-])([O-])=O.[K+].[K+].C(O)(=O)C. (5) Given the product [O:16]=[C:15]1[C:12]2[C:11](=[CH:10][C:9]([O:8][CH2:7][C:6]3[CH:19]=[CH:20][C:3]([C:2]([F:22])([F:21])[F:1])=[CH:4][CH:5]=3)=[CH:14][CH:13]=2)[CH2:17][N:27]1[CH2:26][C:25]#[N:24], predict the reactants needed to synthesize it. The reactants are: [F:1][C:2]([F:22])([F:21])[C:3]1[CH:20]=[CH:19][C:6]([CH2:7][O:8][C:9]2[CH:10]=[C:11]([CH:17]=O)[C:12]([CH:15]=[O:16])=[CH:13][CH:14]=2)=[CH:5][CH:4]=1.Cl.[NH2:24][CH2:25][C:26]#[N:27].C(N(CC)CC)C. (6) Given the product [Br:1][C:2]1[CH:3]=[CH:4][C:5]2[S:9](=[O:10])(=[O:11])[N:8]([CH2:25][CH2:26][N:27]3[CH2:31][CH2:30][O:29][C:28]3=[O:32])[CH:7]([CH3:12])[C:6]=2[CH:13]=1, predict the reactants needed to synthesize it. The reactants are: [Br:1][C:2]1[CH:3]=[CH:4][C:5]2[S:9](=[O:11])(=[O:10])[NH:8][CH:7]([CH3:12])[C:6]=2[CH:13]=1.C([O-])([O-])=O.[K+].[K+].CS(O[CH2:25][CH2:26][N:27]1[CH2:31][CH2:30][O:29][C:28]1=[O:32])(=O)=O. (7) The reactants are: FC1C=C(C=CC=1F)[CH2:5][N:6]1C=CC=C(C(NCC2C=C(C3C4C(=NC=C(C(N)=O)C=4)NC=3)C=CC=2)=O)[C:7]1=O.[F:39][C:40]1[CH:41]=[C:42]([CH:73]=[CH:74][C:75]=1[F:76])[CH2:43][N:44]1[CH:49]=[CH:48][CH:47]=[C:46]([C:50]([NH:52][CH2:53][C:54]2[CH:55]=[C:56]([C:60]3[C:68]4[C:63](=[N:64][CH:65]=[C:66]([C:69]([OH:71])=O)[CH:67]=4)[NH:62][CH:61]=3)[CH:57]=[CH:58][CH:59]=2)=[O:51])[C:45]1=[O:72].CNC.O1CCCC1. Given the product [CH3:5][N:6]([CH3:7])[C:69]([C:66]1[CH:67]=[C:68]2[C:60]([C:56]3[CH:57]=[CH:58][CH:59]=[C:54]([CH2:53][NH:52][C:50]([C:46]4[C:45](=[O:72])[N:44]([CH2:43][C:42]5[CH:73]=[CH:74][C:75]([F:76])=[C:40]([F:39])[CH:41]=5)[CH:49]=[CH:48][CH:47]=4)=[O:51])[CH:55]=3)=[CH:61][NH:62][C:63]2=[N:64][CH:65]=1)=[O:71], predict the reactants needed to synthesize it.